This data is from Reaction yield outcomes from USPTO patents with 853,638 reactions. The task is: Predict the reaction yield, written as a fraction of the theoretical maximum amount of product (1.0 means a 100% yield; for example, 0.34 means a 34% yield). (1) The catalyst is C(#N)C. The yield is 0.930. The reactants are [Cl:1][C:2]1[CH:8]=[CH:7][C:5]([NH2:6])=[C:4]([C:9]2[CH:14]=[C:13]([O:15][CH3:16])[N:12]=[CH:11][N:10]=2)[CH:3]=1.N(OCCC(C)C)=O.[N:25]([Si](C)(C)C)=[N+:26]=[N-].[C:32]([Si:34]([CH3:37])([CH3:36])[CH3:35])#[CH:33]. The product is [Cl:1][C:2]1[CH:8]=[CH:7][C:5]([N:6]2[CH:33]=[C:32]([Si:34]([CH3:37])([CH3:36])[CH3:35])[N:26]=[N:25]2)=[C:4]([C:9]2[CH:14]=[C:13]([O:15][CH3:16])[N:12]=[CH:11][N:10]=2)[CH:3]=1. (2) The reactants are CCOCC.Cl.[Cl:7][C:8]1[CH:9]=[C:10]([CH:36]=[CH:37][C:38]=1[O:39][CH3:40])[CH2:11][NH:12][C:13]1[C:22]2[CH2:21][N:20](C(OC(C)(C)C)=O)[CH2:19][CH2:18][C:17]=2[N:16]=[C:15]2[CH:30]=[CH:31][C:32]([C:34]#[N:35])=[CH:33][C:14]=12.C([O-])(O)=O.[Na+].C(Cl)Cl.CO. The catalyst is C(Cl)Cl.O1CCOCC1.Cl. The product is [Cl:7][C:8]1[CH:9]=[C:10]([CH:36]=[CH:37][C:38]=1[O:39][CH3:40])[CH2:11][NH:12][C:13]1[C:22]2[CH2:21][NH:20][CH2:19][CH2:18][C:17]=2[N:16]=[C:15]2[CH:30]=[CH:31][C:32]([C:34]#[N:35])=[CH:33][C:14]=12. The yield is 0.200. (3) The reactants are [CH2:1]([O:3][C:4]([C:7]1[CH:11]=[C:10]([NH:12][C:13](=[O:21])OC2C=CC=CC=2)[N:9]([C:22]2[CH:27]=[CH:26][CH:25]=[CH:24][CH:23]=2)[N:8]=1)([CH3:6])[CH3:5])[CH3:2].[CH3:28][O:29][C:30]1[CH:31]=[C:32]2[C:37](=[CH:38][C:39]=1[O:40][CH3:41])[N:36]=[CH:35][N:34]=[C:33]2[O:42][C:43]1[CH:44]=[C:45]([CH:47]=[CH:48][CH:49]=1)[NH2:46].C(N(CC)C(C)C)(C)C. The catalyst is C1COCC1. The product is [CH3:28][O:29][C:30]1[CH:31]=[C:32]2[C:37](=[CH:38][C:39]=1[O:40][CH3:41])[N:36]=[CH:35][N:34]=[C:33]2[O:42][C:43]1[CH:44]=[C:45]([NH:46][C:13]([NH:12][C:10]2[N:9]([C:22]3[CH:23]=[CH:24][CH:25]=[CH:26][CH:27]=3)[N:8]=[C:7]([C:4]([O:3][CH2:1][CH3:2])([CH3:5])[CH3:6])[CH:11]=2)=[O:21])[CH:47]=[CH:48][CH:49]=1. The yield is 0.600. (4) The reactants are [F:1][C:2]1[CH:7]=[CH:6][CH:5]=[C:4]([F:8])[C:3]=1[OH:9].C1N2CN3CN(C2)CN1C3.[C:20](O)(C(F)(F)F)=[O:21]. No catalyst specified. The product is [F:1][C:2]1[CH:7]=[C:6]([CH:5]=[C:4]([F:8])[C:3]=1[OH:9])[CH:20]=[O:21]. The yield is 0.730.